From a dataset of Retrosynthesis with 50K atom-mapped reactions and 10 reaction types from USPTO. Predict the reactants needed to synthesize the given product. Given the product CCOC(=O)COc1ccc2cc[nH]c2c1, predict the reactants needed to synthesize it. The reactants are: CCOC(=O)CBr.Oc1ccc2cc[nH]c2c1.